From a dataset of Peptide-MHC class I binding affinity with 185,985 pairs from IEDB/IMGT. Regression. Given a peptide amino acid sequence and an MHC pseudo amino acid sequence, predict their binding affinity value. This is MHC class I binding data. The MHC is HLA-A26:01 with pseudo-sequence HLA-A26:01. The peptide sequence is IAQLNRPAM. The binding affinity (normalized) is 0.0847.